Dataset: Acute oral toxicity (LD50) regression data from Zhu et al.. Task: Regression/Classification. Given a drug SMILES string, predict its toxicity properties. Task type varies by dataset: regression for continuous values (e.g., LD50, hERG inhibition percentage) or binary classification for toxic/non-toxic outcomes (e.g., AMES mutagenicity, cardiotoxicity, hepatotoxicity). Dataset: ld50_zhu. The molecule is C=CC=CCC1=C(C)C(OC(=O)C2C(C=C(C)C)C2(C)C)CC1=O. The rat oral LD50 is 3.10, given as -log10 of the dose in mol/kg body weight (higher means more acutely toxic).